Task: Regression. Given two drug SMILES strings and cell line genomic features, predict the synergy score measuring deviation from expected non-interaction effect.. Dataset: NCI-60 drug combinations with 297,098 pairs across 59 cell lines (1) Drug 1: C1=CC(=CC=C1CCCC(=O)O)N(CCCl)CCCl. Drug 2: C1=CC(=CC=C1C#N)C(C2=CC=C(C=C2)C#N)N3C=NC=N3. Cell line: SF-539. Synergy scores: CSS=14.2, Synergy_ZIP=-3.13, Synergy_Bliss=-6.08, Synergy_Loewe=-5.47, Synergy_HSA=-5.08. (2) Drug 1: COC1=NC(=NC2=C1N=CN2C3C(C(C(O3)CO)O)O)N. Drug 2: CC(C)(C#N)C1=CC(=CC(=C1)CN2C=NC=N2)C(C)(C)C#N. Cell line: HT29. Synergy scores: CSS=39.5, Synergy_ZIP=-0.919, Synergy_Bliss=-0.281, Synergy_Loewe=3.78, Synergy_HSA=1.66. (3) Drug 1: CCC1(CC2CC(C3=C(CCN(C2)C1)C4=CC=CC=C4N3)(C5=C(C=C6C(=C5)C78CCN9C7C(C=CC9)(C(C(C8N6C)(C(=O)OC)O)OC(=O)C)CC)OC)C(=O)OC)O.OS(=O)(=O)O. Cell line: SF-268. Synergy scores: CSS=2.01, Synergy_ZIP=-3.03, Synergy_Bliss=-2.66, Synergy_Loewe=-1.39, Synergy_HSA=-2.07. Drug 2: C(CCl)NC(=O)N(CCCl)N=O. (4) Synergy scores: CSS=25.5, Synergy_ZIP=6.36, Synergy_Bliss=10.6, Synergy_Loewe=6.48, Synergy_HSA=6.67. Drug 1: C1CCN(CC1)CCOC2=CC=C(C=C2)C(=O)C3=C(SC4=C3C=CC(=C4)O)C5=CC=C(C=C5)O. Drug 2: C1CC(C1)(C(=O)O)C(=O)O.[NH2-].[NH2-].[Pt+2]. Cell line: SF-268. (5) Drug 1: CC12CCC3C(C1CCC2=O)CC(=C)C4=CC(=O)C=CC34C. Drug 2: C1=CC(=CC=C1CCC2=CNC3=C2C(=O)NC(=N3)N)C(=O)NC(CCC(=O)O)C(=O)O. Cell line: HCT-15. Synergy scores: CSS=66.8, Synergy_ZIP=0.875, Synergy_Bliss=-0.163, Synergy_Loewe=1.35, Synergy_HSA=2.25.